Dataset: Forward reaction prediction with 1.9M reactions from USPTO patents (1976-2016). Task: Predict the product of the given reaction. (1) Given the reactants CON(C)[C:4]([CH:6]1[CH2:9][CH2:8][CH2:7]1)=[O:5].[Cl:11][C:12]1[S:16][C:15]([Mg]Br)=[CH:14][CH:13]=1.Cl, predict the reaction product. The product is: [Cl:11][C:12]1[S:16][C:15]([C:4]([CH:6]2[CH2:9][CH2:8][CH2:7]2)=[O:5])=[CH:14][CH:13]=1. (2) Given the reactants [C:1]([O:5][C:6]([NH:8][CH2:9][C@H:10]1[CH2:15][CH2:14][C@H:13]([C:16]([NH:18][C@@H:19]([CH2:23][C:24]2[CH:29]=[CH:28][C:27]([C:30]3[CH:35]=[CH:34][C:33]([C:36]([O:38][CH3:39])=[O:37])=[CH:32][C:31]=3[CH3:40])=[CH:26][CH:25]=2)[C:20]([OH:22])=O)=[O:17])[CH2:12][CH2:11]1)=[O:7])([CH3:4])([CH3:3])[CH3:2].[F:41][C:42]([F:54])([F:53])[C:43]1[NH:47][C:46]2[CH:48]=[CH:49][C:50]([NH2:52])=[CH:51][C:45]=2[N:44]=1.C(N(CC)C(C)C)(C)C.C(P1(=O)OP(=O)(CCC)OP(=O)(CCC)O1)CC, predict the reaction product. The product is: [C:1]([O:5][C:6]([NH:8][CH2:9][C@H:10]1[CH2:11][CH2:12][C@H:13]([C:16]([NH:18][C@H:19]([C:20](=[O:22])[NH:52][C:50]2[CH:49]=[CH:48][C:46]3[NH:47][C:43]([C:42]([F:54])([F:53])[F:41])=[N:44][C:45]=3[CH:51]=2)[CH2:23][C:24]2[CH:25]=[CH:26][C:27]([C:30]3[CH:35]=[CH:34][C:33]([C:36]([O:38][CH3:39])=[O:37])=[CH:32][C:31]=3[CH3:40])=[CH:28][CH:29]=2)=[O:17])[CH2:14][CH2:15]1)=[O:7])([CH3:4])([CH3:3])[CH3:2]. (3) Given the reactants [NH2:1][C:2]1[CH:7]=[CH:6][C:5]([NH:8][C:9](=[O:11])[CH3:10])=[CH:4][CH:3]=1.[C:12]([O:21][CH3:22])(=[O:20])[C:13]#[C:14][CH2:15][CH2:16][CH2:17][CH2:18][CH3:19].[F-].[K+], predict the reaction product. The product is: [C:9]([NH:8][C:5]1[CH:4]=[CH:3][C:2]([NH:1]/[C:14](/[CH2:15][CH2:16][CH2:17][CH2:18][CH3:19])=[CH:13]/[C:12]([O:21][CH3:22])=[O:20])=[CH:7][CH:6]=1)(=[O:11])[CH3:10]. (4) Given the reactants [Cl:1][C:2]1[CH:11]=[CH:10][C:9]([N:12]2[CH2:17][CH2:16][NH:15][CH2:14][CH2:13]2)=[C:8]2[C:3]=1[CH:4]=[CH:5][CH:6]=[N:7]2.[N:18]1[C:27]2[C:22](=[CH:23][CH:24]=[CH:25][C:26]=2[N:28]2[CH2:33][CH2:32][C:31](=O)[CH2:30][CH2:29]2)[CH:21]=[CH:20][CH:19]=1.C(O[BH-](OC(=O)C)OC(=O)C)(=O)C.[Na+], predict the reaction product. The product is: [Cl:1][C:2]1[CH:11]=[CH:10][C:9]([N:12]2[CH2:17][CH2:16][N:15]([CH:31]3[CH2:30][CH2:29][N:28]([C:26]4[CH:25]=[CH:24][CH:23]=[C:22]5[C:27]=4[N:18]=[CH:19][CH:20]=[CH:21]5)[CH2:33][CH2:32]3)[CH2:14][CH2:13]2)=[C:8]2[C:3]=1[CH:4]=[CH:5][CH:6]=[N:7]2. (5) Given the reactants [CH3:1][O:2][C:3]1[CH:4]=[C:5]([CH:10]=[CH:11][C:12]=1[O:13][C@@H:14]1[CH2:18][CH2:17][O:16][CH2:15]1)[C:6]([O:8]C)=[O:7].[OH-].[Na+], predict the reaction product. The product is: [CH3:1][O:2][C:3]1[CH:4]=[C:5]([CH:10]=[CH:11][C:12]=1[O:13][C@@H:14]1[CH2:18][CH2:17][O:16][CH2:15]1)[C:6]([OH:8])=[O:7]. (6) The product is: [OH:21][C:18]1[CH:19]=[CH:20][C:15]([S:12]([NH:11][C:8]2[CH:9]=[CH:10][C:5]3[CH2:4][O:3][B:2]([OH:1])[C:6]=3[CH:7]=2)(=[O:13])=[O:14])=[CH:16][C:17]=1[CH3:23]. Given the reactants [OH:1][B:2]1[C:6]2[CH:7]=[C:8]([NH:11][S:12]([C:15]3[CH:20]=[CH:19][C:18]([O:21]C)=[C:17]([CH3:23])[CH:16]=3)(=[O:14])=[O:13])[CH:9]=[CH:10][C:5]=2[CH2:4][O:3]1.B(Br)(Br)Br, predict the reaction product.